This data is from Reaction yield outcomes from USPTO patents with 853,638 reactions. The task is: Predict the reaction yield, written as a fraction of the theoretical maximum amount of product (1.0 means a 100% yield; for example, 0.34 means a 34% yield). (1) The reactants are [F:1][C:2]1[C:11]([CH2:12][CH2:13][C:14]2[CH:15]=[N:16][C:17]([NH:20][C:21]3[CH:22]=[N:23][N:24]([C@@H:26]4[CH2:31][CH2:30][CH2:29][NH:28][CH2:27]4)[CH:25]=3)=[N:18][CH:19]=2)=[CH:10][C:5]([C:6]([NH:8][CH3:9])=[O:7])=[CH:4][C:3]=1[O:32][CH3:33].C=O.[C:36](O[BH-](OC(=O)C)OC(=O)C)(=O)C.[Na+]. The catalyst is C1COCC1. The product is [F:1][C:2]1[C:11]([CH2:12][CH2:13][C:14]2[CH:15]=[N:16][C:17]([NH:20][C:21]3[CH:22]=[N:23][N:24]([C@@H:26]4[CH2:31][CH2:30][CH2:29][N:28]([CH3:36])[CH2:27]4)[CH:25]=3)=[N:18][CH:19]=2)=[CH:10][C:5]([C:6]([NH:8][CH3:9])=[O:7])=[CH:4][C:3]=1[O:32][CH3:33]. The yield is 0.818. (2) The reactants are [CH2:1]([C:3]1[CH:8]=[CH:7][C:6]([S:9](Cl)(=[O:11])=[O:10])=[CH:5][CH:4]=1)[CH3:2].[CH3:13][C:14]1[CH:18]=[C:17]([NH2:19])[N:16]([C:20]2[CH:29]=[CH:28][CH:27]=[C:26]3[C:21]=2[CH:22]=[CH:23][CH:24]=[N:25]3)[N:15]=1.ClCCl. The catalyst is N1C=CC=CC=1. The product is [CH2:1]([C:3]1[CH:8]=[CH:7][C:6]([S:9]([NH:19][C:17]2[N:16]([C:20]3[CH:29]=[CH:28][CH:27]=[C:26]4[C:21]=3[CH:22]=[CH:23][CH:24]=[N:25]4)[N:15]=[C:14]([CH3:13])[CH:18]=2)(=[O:11])=[O:10])=[CH:5][CH:4]=1)[CH3:2]. The yield is 0.380. (3) The reactants are [C:1]([SiH2:5][O:6][C:7]([CH3:25])([CH3:24])[CH:8]1[CH2:17][CH2:16][C:15]2[C:10](=[CH:11][C:12]([CH2:18][C:19]([CH3:22])([CH3:21])[CH3:20])=[CH:13][CH:14]=2)[C:9]1=[O:23])([CH3:4])([CH3:3])[CH3:2].B1(C)OC(C2C=CC=CC=2)(C2C=CC=CC=2)[C@H]2N1CCC2.B.CSC. The catalyst is O1CCCC1. The product is [C:1]([SiH2:5][O:6][C:7]([CH3:25])([CH3:24])[CH:8]1[CH2:17][CH2:16][C:15]2[C:10](=[CH:11][C:12]([CH2:18][C:19]([CH3:22])([CH3:21])[CH3:20])=[CH:13][CH:14]=2)[CH:9]1[OH:23])([CH3:4])([CH3:3])[CH3:2]. The yield is 0.700. (4) The reactants are C(OC(=O)[NH:7][C:8]1[C:13]([I:14])=[C:12]([Cl:15])[CH:11]=[CH:10][N:9]=1)(C)(C)C.[OH-].[Na+]. The catalyst is Br.C1COCC1. The product is [Cl:15][C:12]1[CH:11]=[CH:10][N:9]=[C:8]([NH2:7])[C:13]=1[I:14]. The yield is 0.930. (5) The reactants are [Br:1][C:2]1[CH:3]=[CH:4][C:5]([O:16][CH2:17][CH2:18]C)=[C:6]([C:8]2[CH:13]=[C:12]([Cl:14])[N:11]=[C:10]([NH2:15])[N:9]=2)[CH:7]=1.NC1N=C(C2C=C(Br)C=CC=2O)C=C(Cl)N=1.[N:36]1(CCO)[CH2:41][CH2:40][O:39][CH2:38][CH2:37]1. No catalyst specified. The product is [Br:1][C:2]1[CH:3]=[CH:4][C:5]([O:16][CH2:17][CH2:18][N:36]2[CH2:41][CH2:40][O:39][CH2:38][CH2:37]2)=[C:6]([C:8]2[CH:13]=[C:12]([Cl:14])[N:11]=[C:10]([NH2:15])[N:9]=2)[CH:7]=1. The yield is 0.410. (6) The reactants are [NH2:1][CH:2]1[CH2:7][CH2:6][N:5]([CH3:8])[CH2:4][CH2:3]1.C(=O)([O-])[O-].[K+].[K+].Cl[C:16]1[N:24]=[CH:23][C:22]([F:25])=[CH:21][C:17]=1[C:18]([OH:20])=[O:19]. The catalyst is CN1CCCC1=O.CO.[Cu].[Cu]Br. The product is [F:25][C:22]1[CH:23]=[N:24][C:16]([NH:1][CH:2]2[CH2:7][CH2:6][N:5]([CH3:8])[CH2:4][CH2:3]2)=[C:17]([CH:21]=1)[C:18]([OH:20])=[O:19]. The yield is 0.170. (7) The reactants are [OH-:1].[Na+].[OH:3]O.[CH:5]([C:8]1[CH:13]=[CH:12]C=CC=1)([CH3:7])[CH3:6].[CH:14]1[C:27]2NC3C(=CC=CC=3)SC=2C=CC=1.[CH3:28][CH:29]=[CH:30][C:31](Cl)=[O:32]. The catalyst is C1COCC1. The product is [C:8]([OH:3])(=[O:1])[C:5]([CH3:7])=[CH2:6].[CH:13]([O:1][O:32][C:31]1[CH:14]=[CH:27][CH:28]=[CH:29][CH:30]=1)([CH3:12])[CH3:8]. The yield is 0.882. (8) The reactants are [C:1]([O:5][C:6]([NH:8][C@@H:9]1[C:23](=[O:24])[N:22]2[CH2:25][C@@H:26]([OH:28])[CH2:27][C@H:21]2[C:20](=[O:29])[NH:19][C@:18]2([C:31]([O:33][CH2:34][CH3:35])=[O:32])[CH2:30][C@H:17]2[CH:16]=[CH:15][CH2:14][CH2:13][CH2:12][CH2:11][CH2:10]1)=[O:7])([CH3:4])([CH3:3])[CH3:2].C1N2CCN(CC2)C1.[Br:44][C:45]1[CH:50]=[CH:49][C:48]([S:51](Cl)(=[O:53])=[O:52])=[CH:47][CH:46]=1. The catalyst is C1(C)C=CC=CC=1. The product is [Br:44][C:45]1[CH:50]=[CH:49][C:48]([S:51]([O:28][C@@H:26]2[CH2:25][N:22]3[C:23](=[O:24])[C@@H:9]([NH:8][C:6]([O:5][C:1]([CH3:4])([CH3:3])[CH3:2])=[O:7])[CH2:10][CH2:11][CH2:12][CH2:13][CH2:14][CH:15]=[CH:16][C@@H:17]4[CH2:30][C@@:18]4([C:31]([O:33][CH2:34][CH3:35])=[O:32])[NH:19][C:20](=[O:29])[C@@H:21]3[CH2:27]2)(=[O:53])=[O:52])=[CH:47][CH:46]=1. The yield is 0.870. (9) The reactants are [Cl:1][CH2:2][C:3]([CH2:5]Cl)=O.[NH2:7][C:8]1[CH:13]=[CH:12][CH:11]=[CH:10][N:9]=1. The catalyst is C(#N)C. The product is [Cl:1][CH2:2][C:3]1[N:7]=[C:8]2[CH:13]=[CH:12][CH:11]=[CH:10][N:9]2[CH:5]=1. The yield is 0.479.